Dataset: Full USPTO retrosynthesis dataset with 1.9M reactions from patents (1976-2016). Task: Predict the reactants needed to synthesize the given product. Given the product [F:28][C:29]([F:48])([F:47])[S:30]([O:1][C:2]1[CH2:3][CH2:4][N:5]([C:8]([O:10][CH2:11][C:12]2[CH:17]=[CH:16][CH:15]=[CH:14][CH:13]=2)=[O:9])[CH2:6][CH:7]=1)(=[O:32])=[O:31], predict the reactants needed to synthesize it. The reactants are: [O:1]=[C:2]1[CH2:7][CH2:6][N:5]([C:8]([O:10][CH2:11][C:12]2[CH:17]=[CH:16][CH:15]=[CH:14][CH:13]=2)=[O:9])[CH2:4][CH2:3]1.C[Si]([N-][Si](C)(C)C)(C)C.[Li+].[F:28][C:29]([F:48])([F:47])[S:30](N(C1C=CC=CC=1)[S:30]([C:29]([F:48])([F:47])[F:28])(=[O:32])=[O:31])(=[O:32])=[O:31].